Task: Predict the product of the given reaction.. Dataset: Forward reaction prediction with 1.9M reactions from USPTO patents (1976-2016) Given the reactants [CH2:1]([C:4]1[CH:9]=[CH:8][C:7]([CH:10]2[CH2:13][NH:12][CH2:11]2)=[CH:6][CH:5]=1)[CH2:2][CH3:3].O=[C:15]1CN(C(OC(C)(C)C)=O)C1.C(C1C=CC(B(O)O)=CC=1)CCC, predict the reaction product. The product is: [CH2:1]([C:4]1[CH:9]=[CH:8][C:7]([CH:10]2[CH2:11][NH:12][CH2:13]2)=[CH:6][CH:5]=1)[CH2:2][CH2:3][CH3:15].